This data is from Full USPTO retrosynthesis dataset with 1.9M reactions from patents (1976-2016). The task is: Predict the reactants needed to synthesize the given product. (1) Given the product [CH:19]1([N:8]2[C:9]3[C:14](=[CH:13][CH:12]=[C:11]([F:17])[C:10]=3[Cl:18])[C:15](=[O:16])[C:6]([C:4]([OH:5])=[O:3])=[CH:7]2)[CH2:20][CH2:21]1, predict the reactants needed to synthesize it. The reactants are: C([O:3][C:4]([C:6]1[C:15](=[O:16])[C:14]2[C:9](=[C:10]([Cl:18])[C:11]([F:17])=[CH:12][CH:13]=2)[N:8]([CH:19]2[CH2:21][CH2:20]2)[CH:7]=1)=[O:5])C. (2) Given the product [NH2:1][C:2]1[C:7]([C:8](=[O:9])[C:10]2[CH:11]=[CH:12][C:13]([O:16][CH3:17])=[CH:14][CH:15]=2)=[CH:6][N:5]=[C:4]([NH:22][CH:23]2[CH2:28][CH2:27][N:26]([C:29](=[O:31])[CH3:30])[CH2:25][CH2:24]2)[N:3]=1, predict the reactants needed to synthesize it. The reactants are: [NH2:1][C:2]1[C:7]([C:8]([C:10]2[CH:15]=[CH:14][C:13]([O:16][CH3:17])=[CH:12][CH:11]=2)=[O:9])=[CH:6][N:5]=[C:4](S(CC)=O)[N:3]=1.[NH2:22][CH:23]1[CH2:28][CH2:27][N:26]([C:29](=[O:31])[CH3:30])[CH2:25][CH2:24]1. (3) Given the product [CH3:20][CH:12]1[CH2:11][C:10](=[O:21])[N:9]2[CH2:8][C@@H:7]([CH2:6][N:28]3[CH2:29][CH2:30][CH:31]([NH:34][C:35](=[O:41])[O:36][C:37]([CH3:39])([CH3:38])[CH3:40])[CH2:32][CH2:33]3)[N:17]3[C:18]2=[C:13]1[CH:14]=[CH:15][C:16]3=[O:19], predict the reactants needed to synthesize it. The reactants are: CS(O[CH2:6][C@H:7]1[N:17]2[C:18]3[N:9]([C:10](=[O:21])[CH2:11][CH:12]([CH3:20])[C:13]=3[CH:14]=[CH:15][C:16]2=[O:19])[CH2:8]1)(=O)=O.N1C=CC=CC=1.[NH:28]1[CH2:33][CH2:32][CH:31]([NH:34][C:35](=[O:41])[O:36][C:37]([CH3:40])([CH3:39])[CH3:38])[CH2:30][CH2:29]1. (4) The reactants are: F[B-](F)(F)F.[CH:26]([C:20]1[CH:19]=[C:18]([I+][C:18]2[CH:23]=[CH:22][C:21]([O:24][CH3:25])=[C:20]([CH:26]([CH3:28])[CH3:27])[CH:19]=2)[CH:23]=[CH:22][C:21]=1[O:24][CH3:25])([CH3:28])[CH3:27].[CH2:29]([O:31][C:32](=[O:42])[C:33]1[CH:38]=[C:37]([Cl:39])[C:36]([OH:40])=[C:35]([Cl:41])[CH:34]=1)[CH3:30]. Given the product [CH2:29]([O:31][C:32](=[O:42])[C:33]1[CH:38]=[C:37]([Cl:39])[C:36]([O:40][C:18]2[CH:23]=[CH:22][C:21]([O:24][CH3:25])=[C:20]([CH:26]([CH3:27])[CH3:28])[CH:19]=2)=[C:35]([Cl:41])[CH:34]=1)[CH3:30], predict the reactants needed to synthesize it. (5) Given the product [C:16]1([CH2:15][CH2:14][CH2:13][CH2:12][CH2:11][C:10]2[NH:2][C:1](=[O:25])[C:3]3[CH:8]=[CH:7][CH:6]=[N:5][C:4]=3[N:9]=2)[CH:21]=[CH:20][CH:19]=[CH:18][CH:17]=1, predict the reactants needed to synthesize it. The reactants are: [C:1]([C:3]1[C:4]([NH:9][C:10](=O)[CH2:11][CH2:12][CH2:13][CH2:14][CH2:15][C:16]2[CH:21]=[CH:20][CH:19]=[CH:18][CH:17]=2)=[N:5][CH:6]=[CH:7][CH:8]=1)#[N:2].C([OH:25])C.OO.O. (6) Given the product [CH2:45]([N:47]1[CH2:51][CH2:50][CH:49]([O:11][C:4]2[CH:5]=[CH:6][C:7]([N+:8]([O-:10])=[O:9])=[C:2]([CH3:1])[CH:3]=2)[CH2:48]1)[CH3:46], predict the reactants needed to synthesize it. The reactants are: [CH3:1][C:2]1[CH:3]=[C:4]([OH:11])[CH:5]=[CH:6][C:7]=1[N+:8]([O-:10])=[O:9].CC(OC(/N=N/C(OC(C)C)=O)=O)C.C1C=CC(P(C2C=CC=CC=2)C2C=CC=CC=2)=CC=1.[CH2:45]([N:47]1[CH2:51][CH2:50][CH:49](O)[CH2:48]1)[CH3:46]. (7) Given the product [Cl:19][C:20]1[CH:25]=[CH:24][C:23]([O:1][CH2:2][CH2:3][CH2:4][C:5]2[C:13]3[C:8](=[CH:9][CH:10]=[CH:11][CH:12]=3)[NH:7][C:6]=2[C:14]([O:16][CH2:17][CH3:18])=[O:15])=[CH:22][C:21]=1[CH2:27][CH3:28], predict the reactants needed to synthesize it. The reactants are: [OH:1][CH2:2][CH2:3][CH2:4][C:5]1[C:13]2[C:8](=[CH:9][CH:10]=[CH:11][CH:12]=2)[NH:7][C:6]=1[C:14]([O:16][CH2:17][CH3:18])=[O:15].[Cl:19][C:20]1[CH:25]=[CH:24][C:23](O)=[CH:22][C:21]=1[CH2:27][CH3:28]. (8) Given the product [C:24]([O:28][C:29]([N:31]1[CH2:36][CH2:35][C:34]([OH:67])([C:37]2[CH:42]=[CH:41][C:40]([NH:43][C:44]3[N:49]=[CH:48][C:47]4=[CH:50][CH:51]=[C:52]([C:53]5[CH:58]=[CH:57][CH:56]=[CH:55][C:54]=5[N:59]([S:61]([CH3:64])(=[O:62])=[O:63])[CH3:60])[N:46]4[N:45]=3)=[C:39]([O:65][CH3:66])[CH:38]=2)[CH2:33][CH2:32]1)=[O:30])([CH3:26])([CH3:27])[CH3:25], predict the reactants needed to synthesize it. The reactants are: C(OC(N1CCC(C2C=CC(N)=C(OC)C=2)(O)CC1)=O)(C)(C)C.[C:24]([O:28][C:29]([N:31]1[CH2:36][CH2:35][C:34]([OH:67])([C:37]2[CH:42]=[CH:41][C:40]([NH:43][C:44]3[N:49]=[CH:48][C:47]4=[CH:50][CH:51]=[C:52]([C:53]5[CH:58]=[CH:57][CH:56]=[CH:55][C:54]=5[N:59]([S:61]([CH3:64])(=[O:63])=[O:62])[CH3:60])[N:46]4[N:45]=3)=[C:39]([O:65][CH3:66])[CH:38]=2)[CH2:33][CH2:32]1)=[O:30])([CH3:27])([CH3:26])[CH3:25].CS(N(C)C1C=CC=CC=1C1N2C(C=NC(OS(C(F)(F)F)(=O)=O)=N2)=CC=1)(=O)=O.C(N(CC)C(C)C)(C)C.